From a dataset of Peptide-MHC class I binding affinity with 185,985 pairs from IEDB/IMGT. Regression. Given a peptide amino acid sequence and an MHC pseudo amino acid sequence, predict their binding affinity value. This is MHC class I binding data. (1) The peptide sequence is GYRWMCLRR. The MHC is HLA-A02:06 with pseudo-sequence HLA-A02:06. The binding affinity (normalized) is 0. (2) The peptide sequence is SSWPWQIEY. The MHC is Mamu-A02 with pseudo-sequence Mamu-A02. The binding affinity (normalized) is 0.744. (3) The peptide sequence is AQEDEEHYL. The MHC is Mamu-B8701 with pseudo-sequence Mamu-B8701. The binding affinity (normalized) is 0.590. (4) The peptide sequence is VVDALRNIY. The binding affinity (normalized) is 0.0847. The MHC is HLA-B27:03 with pseudo-sequence HLA-B27:03. (5) The peptide sequence is GNGCFEFYH. The MHC is HLA-A68:01 with pseudo-sequence HLA-A68:01. The binding affinity (normalized) is 0.295. (6) The peptide sequence is DEHLRGFSM. The MHC is HLA-A31:01 with pseudo-sequence HLA-A31:01. The binding affinity (normalized) is 0. (7) The peptide sequence is PTLFGRGVI. The MHC is HLA-A68:02 with pseudo-sequence HLA-A68:02. The binding affinity (normalized) is 0. (8) The peptide sequence is PSEVSPIAQ. The MHC is HLA-A69:01 with pseudo-sequence HLA-A69:01. The binding affinity (normalized) is 0.0847.